Dataset: Reaction yield outcomes from USPTO patents with 853,638 reactions. Task: Predict the reaction yield, written as a fraction of the theoretical maximum amount of product (1.0 means a 100% yield; for example, 0.34 means a 34% yield). (1) The reactants are [CH:1]1([C:7]([C:9]2[O:10][C:11]3[CH:18]=[CH:17][C:16]([O:19][CH2:20][CH2:21][S:22][CH3:23])=[CH:15][C:12]=3[C:13]=2[CH3:14])=[O:8])[CH2:6][CH2:5][CH2:4][CH2:3][CH2:2]1.[BH4-].[Na+]. The catalyst is O1CCCC1.CO. The product is [CH:1]1([CH:7]([C:9]2[O:10][C:11]3[CH:18]=[CH:17][C:16]([O:19][CH2:20][CH2:21][S:22][CH3:23])=[CH:15][C:12]=3[C:13]=2[CH3:14])[OH:8])[CH2:6][CH2:5][CH2:4][CH2:3][CH2:2]1. The yield is 0.910. (2) The reactants are [C:1]([O:5][C:6]([N:8]1[CH2:13][CH2:12][N:11]([CH2:14][C:15]2[N:16]=[C:17]3[N:21]([CH:22]=2)[C:20]([C:23]2[CH:28]=[CH:27][CH:26]=[CH:25][C:24]=2[N+:29]([O-])=O)=[CH:19][S:18]3)[CH2:10][CH2:9]1)=[O:7])([CH3:4])([CH3:3])[CH3:2].CO.O.[SH-].[Na+]. The catalyst is O. The product is [C:1]([O:5][C:6]([N:8]1[CH2:9][CH2:10][N:11]([CH2:14][C:15]2[N:16]=[C:17]3[N:21]([CH:22]=2)[C:20]([C:23]2[CH:28]=[CH:27][CH:26]=[CH:25][C:24]=2[NH2:29])=[CH:19][S:18]3)[CH2:12][CH2:13]1)=[O:7])([CH3:4])([CH3:2])[CH3:3]. The yield is 0.920. (3) The reactants are [ClH:1].O1CCOCC1.OC(C(F)(F)F)=O.[CH2:15]1[C:23]2[C:18](=[CH:19][C:20]([NH:24][C:25]([N:27]3[CH2:32][CH2:31][N:30](C(OC(C)(C)C)=O)[CH2:29][CH:28]3[CH2:40][O:41][C:42]3[CH:43]=[N:44][CH:45]=[CH:46][CH:47]=3)=[O:26])=[CH:21][CH:22]=2)[CH2:17][CH2:16]1. The catalyst is CO. The product is [ClH:1].[ClH:1].[CH2:15]1[C:23]2[C:18](=[CH:19][C:20]([NH:24][C:25]([N:27]3[CH2:32][CH2:31][NH:30][CH2:29][CH:28]3[CH2:40][O:41][C:42]3[CH:43]=[N:44][CH:45]=[CH:46][CH:47]=3)=[O:26])=[CH:21][CH:22]=2)[CH2:17][CH2:16]1. The yield is 0.650. (4) The reactants are [F:1][C:2]1[CH:7]=[C:6]([N:8]2[CH2:13][CH2:12][O:11][CH2:10][CH2:9]2)[C:5]([F:14])=[CH:4][C:3]=1[NH:15][N:16]=[C:17]([C:22](=[O:26])[CH2:23][O:24][CH3:25])[C:18]([O:20][CH3:21])=[O:19].[CH3:27]OC(OC)N(C)C. No catalyst specified. The product is [F:1][C:2]1[CH:7]=[C:6]([N:8]2[CH2:13][CH2:12][O:11][CH2:10][CH2:9]2)[C:5]([F:14])=[CH:4][C:3]=1[N:15]1[CH:27]=[C:23]([O:24][CH3:25])[C:22](=[O:26])[C:17]([C:18]([O:20][CH3:21])=[O:19])=[N:16]1. The yield is 0.950. (5) The catalyst is ClCCl. The reactants are [Br:1][C:2]1[CH:7]=[CH:6][C:5](/[CH:8]=[CH:9]/[C:10](OCC)=[O:11])=[CH:4][CH:3]=1.[H-].C([Al+]CC(C)C)C(C)C.[OH-].[Na+]. The product is [Br:1][C:2]1[CH:3]=[CH:4][C:5](/[CH:8]=[CH:9]/[CH2:10][OH:11])=[CH:6][CH:7]=1. The yield is 1.00. (6) The reactants are [NH2:1][C:2]1[O:6][N:5]=[C:4]([CH3:7])[C:3]=1[Br:8].[C:9]1([S:15]([C:18]2[CH:19]=[C:20]([S:23](Cl)(=[O:25])=[O:24])[S:21][CH:22]=2)(=[O:17])=[O:16])[CH:14]=[CH:13][CH:12]=[CH:11][CH:10]=1. No catalyst specified. The product is [Br:8][C:3]1[C:4]([CH3:7])=[N:5][O:6][C:2]=1[NH:1][S:23]([C:20]1[S:21][CH:22]=[C:18]([S:15]([C:9]2[CH:14]=[CH:13][CH:12]=[CH:11][CH:10]=2)(=[O:17])=[O:16])[CH:19]=1)(=[O:24])=[O:25]. The yield is 0.260. (7) The reactants are [N:8]1(C([N:8]2[CH:12]=[CH:11][N:10]=[CH:9]2)=N)[CH:12]=[CH:11][N:10]=[CH:9]1.Cl.NC1C=[CH:19][C:18]([O:21][CH3:22])=[CH:17][C:16]=1[OH:23].C(N(CC)CC)C. The catalyst is C1COCC1. The product is [CH3:22][O:21][C:18]1[CH:19]=[CH:12][C:11]2[N:10]=[C:9]([NH2:8])[O:23][C:16]=2[CH:17]=1. The yield is 0.900. (8) The reactants are [Cl:1][C:2]1[C:3]([C:13]([O:15][CH2:16][CH3:17])=[O:14])=[C:4]([C:8](OCC)=[O:9])[CH:5]=[N:6][CH:7]=1.[H-].C([Al+]CC(C)C)C(C)C.C(O)(=O)C.CC(=O)OCC. The catalyst is C1(C)C=CC=CC=1.CCCCCC. The product is [Cl:1][C:2]1[CH:7]=[N:6][CH:5]=[C:4]([CH:8]=[O:9])[C:3]=1[C:13]([O:15][CH2:16][CH3:17])=[O:14]. The yield is 1.00. (9) The reactants are [CH3:1][C:2]([S@:5]([NH2:7])=[O:6])([CH3:4])[CH3:3].[Cl:8][C:9]1[CH:14]=[CH:13][N:12]=[C:11]([CH:15]=O)[C:10]=1[F:17].C([O-])([O-])=O.[Cs+].[Cs+]. The catalyst is C(Cl)Cl.CCOC(C)=O. The product is [Cl:8][C:9]1[CH:14]=[CH:13][N:12]=[C:11](/[CH:15]=[N:7]/[S@:5]([C:2]([CH3:4])([CH3:3])[CH3:1])=[O:6])[C:10]=1[F:17]. The yield is 1.00. (10) The reactants are [F:1][C:2]([F:30])([F:29])[C:3]([OH:28])([CH2:16][N:17]1[C:26]2[C:21](=[CH:22][CH:23]=[CH:24][CH:25]=2)[C:20](=[O:27])[CH:19]=[CH:18]1)[CH2:4][C:5]([C:8]1[CH:9]=[C:10]([CH:13]=[CH:14][CH:15]=1)[CH:11]=[O:12])([CH3:7])[CH3:6].[BH4-].[Na+]. The catalyst is CO.C1COCC1. The product is [OH:28][C:3]([C:2]([F:30])([F:1])[F:29])([CH2:4][C:5]([C:8]1[CH:15]=[CH:14][CH:13]=[C:10]([CH2:11][OH:12])[CH:9]=1)([CH3:7])[CH3:6])[CH2:16][N:17]1[C:26]2[C:21](=[CH:22][CH:23]=[CH:24][CH:25]=2)[C:20](=[O:27])[CH:19]=[CH:18]1. The yield is 0.360.